This data is from Forward reaction prediction with 1.9M reactions from USPTO patents (1976-2016). The task is: Predict the product of the given reaction. (1) Given the reactants [CH3:1][O:2][C:3]1[CH:4]=[C:5]([CH2:9][C:10]([OH:12])=O)[CH:6]=[CH:7][CH:8]=1.CN(C(ON1N=NC2C=CC=CC1=2)=[N+](C)C)C.F[P-](F)(F)(F)(F)F.[NH2:37][C:38]1[N:43]([C:44]2[CH:49]=[CH:48][C:47]([NH2:50])=[CH:46][CH:45]=2)[CH2:42][N:41]=[C:40]2[O:51][CH:52]=[CH:53][C:39]=12.C(N(CC)C(C)C)(C)C, predict the reaction product. The product is: [NH2:37][C:38]1[N:43]([C:44]2[CH:45]=[CH:46][C:47]([NH:50][C:10](=[O:12])[CH2:9][C:5]3[CH:6]=[CH:7][CH:8]=[C:3]([O:2][CH3:1])[CH:4]=3)=[CH:48][CH:49]=2)[CH2:42][N:41]=[C:40]2[O:51][CH:52]=[CH:53][C:39]=12. (2) Given the reactants [Se](=O)=O.[OH2:4].[CH3:5][C:6]1[CH:15]=[CH:14][C:13]2[C:8](=[CH:9][C:10]([O:20][CH3:21])=[C:11]([O:18][CH3:19])[C:12]=2[O:16][CH3:17])[N:7]=1, predict the reaction product. The product is: [CH3:17][O:16][C:12]1[C:11]([O:18][CH3:19])=[C:10]([O:20][CH3:21])[CH:9]=[C:8]2[C:13]=1[CH:14]=[CH:15][C:6]([CH:5]=[O:4])=[N:7]2.